This data is from Catalyst prediction with 721,799 reactions and 888 catalyst types from USPTO. The task is: Predict which catalyst facilitates the given reaction. (1) Reactant: [CH2:1]([NH:8][C:9]1[CH:14]=[C:13](Br)[CH:12]=[CH:11][C:10]=1[N+:16]([O-:18])=[O:17])[C:2]1[CH:7]=[CH:6][CH:5]=[CH:4][CH:3]=1.[CH3:19][N:20]1[CH2:25][CH2:24][NH:23][CH2:22][CH2:21]1.O. Product: [CH2:1]([NH:8][C:9]1[CH:14]=[C:13]([N:23]2[CH2:24][CH2:25][N:20]([CH3:19])[CH2:21][CH2:22]2)[CH:12]=[CH:11][C:10]=1[N+:16]([O-:18])=[O:17])[C:2]1[CH:7]=[CH:6][CH:5]=[CH:4][CH:3]=1. The catalyst class is: 37. (2) Reactant: [NH2:1][C:2]1[N:7]([CH2:8][CH3:9])[C:6](=[O:10])[N:5]([CH2:11][CH2:12][CH3:13])[C:4](=[O:14])[C:3]=1[N:15]=O. Product: [NH2:15][C:3]1[C:4](=[O:14])[N:5]([CH2:11][CH2:12][CH3:13])[C:6](=[O:10])[N:7]([CH2:8][CH3:9])[C:2]=1[NH2:1]. The catalyst class is: 19. (3) Reactant: [N:1]1[CH:6]=[CH:5][CH:4]=[C:3]([C:7]2[N:11]=[C:10]([C:12]3[CH:13]=[C:14]([CH:22]=[CH:23][CH:24]=3)[C:15]([O:17]C(C)(C)C)=[O:16])[O:9][N:8]=2)[CH:2]=1.FC(F)(F)C(O)=O. Product: [N:1]1[CH:6]=[CH:5][CH:4]=[C:3]([C:7]2[N:11]=[C:10]([C:12]3[CH:13]=[C:14]([CH:22]=[CH:23][CH:24]=3)[C:15]([OH:17])=[O:16])[O:9][N:8]=2)[CH:2]=1. The catalyst class is: 2. (4) Reactant: [Si:1]([O:8][CH2:9][CH2:10][C:11]1[CH:16]=[CH:15][C:14]([Cl:17])=[CH:13][C:12]=1[CH:18]([C:20]1[CH:24]=[C:23]([CH:25]2[O:29][CH2:28][CH2:27][O:26]2)[S:22][C:21]=1[CH3:30])[OH:19])([C:4]([CH3:7])([CH3:6])[CH3:5])([CH3:3])[CH3:2]. Product: [Si:1]([O:8][CH2:9][CH2:10][C:11]1[CH:16]=[CH:15][C:14]([Cl:17])=[CH:13][C:12]=1[C:18]([C:20]1[CH:24]=[C:23]([CH:25]2[O:29][CH2:28][CH2:27][O:26]2)[S:22][C:21]=1[CH3:30])=[O:19])([C:4]([CH3:7])([CH3:6])[CH3:5])([CH3:2])[CH3:3]. The catalyst class is: 177. (5) Reactant: [C:1]([N:4]1[CH2:9][CH2:8][N:7]([C:10]2[CH:11]=[CH:12][C:13]([NH:16][C:17](=[O:26])[CH2:18][C:19]3[CH:24]=[CH:23][C:22](I)=[CH:21][CH:20]=3)=[N:14][CH:15]=2)[CH2:6][CH2:5]1)(=[O:3])[CH3:2].[CH3:27][C:28]1([CH3:44])[C:32]([CH3:34])([CH3:33])[O:31][B:30]([B:30]2[O:31][C:32]([CH3:34])([CH3:33])[C:28]([CH3:44])([CH3:27])[O:29]2)[O:29]1.CC([O-])=O.[K+].C(Cl)Cl. Product: [C:1]([N:4]1[CH2:9][CH2:8][N:7]([C:10]2[CH:11]=[CH:12][C:13]([NH:16][C:17](=[O:26])[CH2:18][C:19]3[CH:24]=[CH:23][C:22]([B:30]4[O:31][C:32]([CH3:34])([CH3:33])[C:28]([CH3:44])([CH3:27])[O:29]4)=[CH:21][CH:20]=3)=[N:14][CH:15]=2)[CH2:6][CH2:5]1)(=[O:3])[CH3:2]. The catalyst class is: 16.